Dataset: CYP1A2 inhibition data for predicting drug metabolism from PubChem BioAssay. Task: Regression/Classification. Given a drug SMILES string, predict its absorption, distribution, metabolism, or excretion properties. Task type varies by dataset: regression for continuous measurements (e.g., permeability, clearance, half-life) or binary classification for categorical outcomes (e.g., BBB penetration, CYP inhibition). Dataset: cyp1a2_veith. (1) The compound is Cc1nn(-c2ccc(Cl)cc2)c2sc(C(=O)c3c(N)n(C)c(=O)n(C)c3=O)cc12. The result is 0 (non-inhibitor). (2) The drug is CCNc1ncc2nc(-c3cc(F)cc(F)c3)c(=O)n(CCOC)c2n1. The result is 1 (inhibitor). (3) The molecule is O=C(c1cccc(F)c1)N1CCC2(CC1)CN(C(c1ccccc1)c1ccccc1)C2. The result is 0 (non-inhibitor). (4) The molecule is Cc1ccc(C(=O)N/N=C\c2cccn2C)cn1. The result is 1 (inhibitor). (5) The compound is CCOC(=O)N/N=C1/C[C@@H](O)[C@@H](O)[C@H]2[C@@H]1CC[C@H]1C(=O)N(c3ccc(F)cc3F)C(=O)[C@H]21. The result is 0 (non-inhibitor). (6) The compound is C[C@H](N)C(=O)OC(C)(C)Cc1ccc(Cl)cc1. The result is 1 (inhibitor). (7) The molecule is Cc1ccc(NC(=O)c2sccc2SCc2cccc(C(F)(F)F)c2)cc1. The result is 1 (inhibitor). (8) The compound is O=C(Nc1ccccc1N1CCN(C(=O)c2ccccc2)CC1)c1cc(Br)ccc1Cl. The result is 0 (non-inhibitor). (9) The molecule is CC(C)OC(=O)C(C)(C)Oc1ccc(C(=O)c2ccc(Cl)cc2)cc1. The result is 1 (inhibitor). (10) The drug is O=C(N/C(=C\c1cccnc1)C(=O)N1CCOCC1)c1cccc(Br)c1. The result is 0 (non-inhibitor).